Dataset: Full USPTO retrosynthesis dataset with 1.9M reactions from patents (1976-2016). Task: Predict the reactants needed to synthesize the given product. Given the product [Cl:4][C:5]1[CH:6]=[CH:7][C:8]([NH:11][C:12](=[O:16])[C:13]([NH:18][C@H:22]2[CH2:23][CH2:24][C@@H:25]([C:30]([N:29]([CH3:38])[CH3:28])=[O:41])[CH2:26][C@H:21]2[NH:20][C:62]([C:60]2[S:61][C:55]3[CH2:54][N:53]([CH3:52])[CH2:58][CH2:57][C:56]=3[N:59]=2)=[O:64])=[O:15])=[N:9][CH:10]=1, predict the reactants needed to synthesize it. The reactants are: [H][H].[Li+].[Cl:4][C:5]1[CH:6]=[CH:7][C:8]([NH:11][C:12](=[O:16])[C:13]([O-:15])=O)=[N:9][CH:10]=1.O[N:18]1[C:22]2[CH:23]=[CH:24][CH:25]=[CH:26][C:21]=2[N:20]=N1.Cl.[CH3:28][N:29]([CH3:38])[CH2:30]CCN=C=NCC.CS(O)(=O)=[O:41].C(N(CC)CC)C.Cl.[CH3:52][N:53]1[CH2:58][CH2:57][C:56]2[N:59]=[C:60]([C:62]([OH:64])=O)[S:61][C:55]=2[CH2:54]1.